This data is from Reaction yield outcomes from USPTO patents with 853,638 reactions. The task is: Predict the reaction yield, written as a fraction of the theoretical maximum amount of product (1.0 means a 100% yield; for example, 0.34 means a 34% yield). The reactants are [CH2:1]([C:3]1[CH:11]=[C:10]([CH3:12])[C:9]([CH:13]=[O:14])=[CH:8][C:4]=1[C:5]([OH:7])=O)[CH3:2].CN(C(ON1N=NC2C=CC=CC1=2)=[N+](C)C)C.F[P-](F)(F)(F)(F)F.Cl.[NH:40]1[CH2:45][CH2:44][CH:43]([C:46]2[CH:53]=[CH:52][C:49]([C:50]#[N:51])=[CH:48][CH:47]=2)[CH2:42][CH2:41]1. The catalyst is CN(C)C=O.CCN(C(C)C)C(C)C. The product is [CH2:1]([C:3]1[CH:11]=[C:10]([CH3:12])[C:9]([CH:13]=[O:14])=[CH:8][C:4]=1[C:5]([N:40]1[CH2:45][CH2:44][CH:43]([C:46]2[CH:53]=[CH:52][C:49]([C:50]#[N:51])=[CH:48][CH:47]=2)[CH2:42][CH2:41]1)=[O:7])[CH3:2]. The yield is 0.850.